From a dataset of Reaction yield outcomes from USPTO patents with 853,638 reactions. Predict the reaction yield, written as a fraction of the theoretical maximum amount of product (1.0 means a 100% yield; for example, 0.34 means a 34% yield). The reactants are [CH3:1][C:2]([CH3:24])([CH3:23])[C:3]#[C:4][C:5]1[S:9][C:8]([C:10]([O:12][CH3:13])=[O:11])=[C:7]([NH:14][C@H:15]2[CH2:19][CH2:18][N:17]([CH2:20][CH3:21])[C:16]2=[O:22])[CH:6]=1.N1C=CC=CC=1.[CH3:31][CH:32]1[CH2:37][CH2:36][CH:35]([C:38](Cl)=[O:39])[CH2:34][CH2:33]1. The catalyst is CN(C1C=CN=CC=1)C.ClC(Cl)C.CCOC(C)=O. The product is [CH3:24][C:2]([CH3:23])([CH3:1])[C:3]#[C:4][C:5]1[S:9][C:8]([C:10]([O:12][CH3:13])=[O:11])=[C:7]([N:14]([C@H:15]2[CH2:19][CH2:18][N:17]([CH2:20][CH3:21])[C:16]2=[O:22])[C:38]([C@H:35]2[CH2:36][CH2:37][C@H:32]([CH3:31])[CH2:33][CH2:34]2)=[O:39])[CH:6]=1. The yield is 0.670.